This data is from Full USPTO retrosynthesis dataset with 1.9M reactions from patents (1976-2016). The task is: Predict the reactants needed to synthesize the given product. (1) The reactants are: [Cl:1][C:2]1[C:3]([CH2:52][C:53]2[CH:58]=[CH:57][C:56]([CH2:59][CH3:60])=[CH:55][CH:54]=2)=[CH:4][C:5]([C@@:9]2([CH2:48][C:49]([CH3:51])=[CH2:50])[C@H:14]([O:15][CH2:16][C:17]3[CH:22]=[CH:21][CH:20]=[CH:19][CH:18]=3)[C@@H:13]([O:23][CH2:24][C:25]3[CH:30]=[CH:29][CH:28]=[CH:27][CH:26]=3)[C@H:12]([O:31][CH2:32][C:33]3[CH:38]=[CH:37][CH:36]=[CH:35][CH:34]=3)[C@@H:11]([CH2:39][O:40][CH2:41][C:42]3[CH:47]=[CH:46][CH:45]=[CH:44][CH:43]=3)[O:10]2)=[C:6]([OH:8])[CH:7]=1.CCOC(C)=O. Given the product [CH2:16]([O:15][C@@H:14]1[C@@H:13]([O:23][CH2:24][C:25]2[CH:30]=[CH:29][CH:28]=[CH:27][CH:26]=2)[C@H:12]([O:31][CH2:32][C:33]2[CH:38]=[CH:37][CH:36]=[CH:35][CH:34]=2)[C@@H:11]([CH2:39][O:40][CH2:41][C:42]2[CH:43]=[CH:44][CH:45]=[CH:46][CH:47]=2)[O:10][C@:9]21[C:5]1[C:6](=[CH:7][C:2]([Cl:1])=[C:3]([CH2:52][C:53]3[CH:58]=[CH:57][C:56]([CH2:59][CH3:60])=[CH:55][CH:54]=3)[CH:4]=1)[O:8][C:49]([CH3:51])([CH3:50])[CH2:48]2)[C:17]1[CH:18]=[CH:19][CH:20]=[CH:21][CH:22]=1, predict the reactants needed to synthesize it. (2) Given the product [Cl:12][C:5]1[C:6]2[C:11](=[CH:10][CH:9]=[CH:8][CH:7]=2)[C:2]([C:22]2[C:23]3[C:18](=[CH:17][CH:16]=[C:15]([O:14][CH3:13])[CH:24]=3)[CH:19]=[CH:20][C:21]=2[OH:25])=[N:3][N:4]=1, predict the reactants needed to synthesize it. The reactants are: Cl[C:2]1[C:11]2[C:6](=[CH:7][CH:8]=[CH:9][CH:10]=2)[C:5]([Cl:12])=[N:4][N:3]=1.[CH3:13][O:14][C:15]1[CH:24]=[C:23]2[C:18]([CH:19]=[CH:20][C:21]([OH:25])=[CH:22]2)=[CH:17][CH:16]=1.[Cl-].[Al+3].[Cl-].[Cl-]. (3) Given the product [Si:1]([O:8][CH2:9][C:10]1[N:15]=[CH:14][C:13]2[N:16]([C:19]3[S:23][C:22]([C:24]([NH2:38])=[O:26])=[C:21]([O:28][CH:29]([C:31]4[CH:36]=[CH:35][CH:34]=[CH:33][C:32]=4[F:37])[CH3:30])[CH:20]=3)[CH:17]=[N:18][C:12]=2[CH:11]=1)([C:4]([CH3:5])([CH3:7])[CH3:6])([CH3:2])[CH3:3], predict the reactants needed to synthesize it. The reactants are: [Si:1]([O:8][CH2:9][C:10]1[N:15]=[CH:14][C:13]2[N:16]([C:19]3[S:23][C:22]([C:24]([O:26]C)=O)=[C:21]([O:28][CH:29]([C:31]4[CH:36]=[CH:35][CH:34]=[CH:33][C:32]=4[F:37])[CH3:30])[CH:20]=3)[CH:17]=[N:18][C:12]=2[CH:11]=1)([C:4]([CH3:7])([CH3:6])[CH3:5])([CH3:3])[CH3:2].[NH3:38]. (4) Given the product [N:18]1[CH:23]=[CH:22][C:21]([C:2]2[C:10]3[NH:9][C:8]4[CH:11]5[CH2:17][CH2:16][N:14]([CH2:15][C:7]=4[C:6]=3[CH:5]=[CH:4][CH:3]=2)[CH2:13][CH2:12]5)=[CH:20][CH:19]=1, predict the reactants needed to synthesize it. The reactants are: Br[C:2]1[C:10]2[NH:9][C:8]3[CH:11]4[CH2:17][CH2:16][N:14]([CH2:15][C:7]=3[C:6]=2[CH:5]=[CH:4][CH:3]=1)[CH2:13][CH2:12]4.[N:18]1[CH:23]=[CH:22][C:21](B(O)O)=[CH:20][CH:19]=1.